This data is from TCR-epitope binding with 47,182 pairs between 192 epitopes and 23,139 TCRs. The task is: Binary Classification. Given a T-cell receptor sequence (or CDR3 region) and an epitope sequence, predict whether binding occurs between them. (1) The epitope is QVPLRPMTYK. The TCR CDR3 sequence is CSVEADNTGELFF. Result: 0 (the TCR does not bind to the epitope). (2) The epitope is LEPLVDLPI. The TCR CDR3 sequence is CASSSFDREPDKAFF. Result: 1 (the TCR binds to the epitope). (3) The epitope is KLWAQCVQL. The TCR CDR3 sequence is CASRGGSYGYTF. Result: 1 (the TCR binds to the epitope). (4) The epitope is NLNESLIDL. The TCR CDR3 sequence is CASSQAGGDAEAFF. Result: 0 (the TCR does not bind to the epitope). (5) The epitope is CTELKLSDY. The TCR CDR3 sequence is CASSLVAGTYNEQFF. Result: 0 (the TCR does not bind to the epitope). (6) The epitope is FLPRVFSAV. The TCR CDR3 sequence is CASSQDRDEQFF. Result: 1 (the TCR binds to the epitope). (7) The epitope is IPSINVHHY. The TCR CDR3 sequence is CASILERGSSYNEQFF. Result: 1 (the TCR binds to the epitope).